This data is from Forward reaction prediction with 1.9M reactions from USPTO patents (1976-2016). The task is: Predict the product of the given reaction. (1) Given the reactants C1(S(N2C3=NC=C([N+]([O-])=O)C(Cl)=C3C=C2)(=O)=[O:8])C=CC=CC=1.[CH2:23]([N:30]1CC[CH:33]([NH2:36])[C:32]([F:38])(F)[CH2:31]1)[C:24]1[CH:29]=[CH:28][CH:27]=[CH:26][CH:25]=1.C(N([CH:45]([CH3:47])C)CC)(C)C, predict the reaction product. The product is: [F:38][C:32]1[CH:33]=[N:36][CH:45]=[CH:47][C:31]=1[NH:30][C:23](=[O:8])[C:24]1[CH:25]=[CH:26][CH:27]=[CH:28][CH:29]=1. (2) Given the reactants [NH:1]1[C:9]2[C:4](=[CH:5][C:6]([O:10][C:11]3[C:20]4[C:15](=[CH:16][C:17]([O:23][CH3:24])=[C:18]([O:21][CH3:22])[CH:19]=4)[N:14]=[CH:13][CH:12]=3)=[CH:7][CH:8]=2)[CH:3]=[CH:2]1.[H-].[Na+].[F:27][C:28]1[CH:33]=[C:32]([F:34])[CH:31]=[CH:30][C:29]=1[N:35]=[C:36]=[O:37].O, predict the reaction product. The product is: [F:27][C:28]1[CH:33]=[C:32]([F:34])[CH:31]=[CH:30][C:29]=1[NH:35][C:36]([N:1]1[C:9]2[C:4](=[CH:5][C:6]([O:10][C:11]3[C:20]4[C:15](=[CH:16][C:17]([O:23][CH3:24])=[C:18]([O:21][CH3:22])[CH:19]=4)[N:14]=[CH:13][CH:12]=3)=[CH:7][CH:8]=2)[CH:3]=[CH:2]1)=[O:37]. (3) Given the reactants [BH4-].[Na+].B(F)(F)F.CCOCC.[CH3:12][S:13][C:14]1[CH:19]=[CH:18][C:17]([C:20]2(O)[CH2:25][CH2:24][CH2:23][N:22]3[CH:26]=[N:27][CH:28]=[C:21]23)=[CH:16][CH:15]=1.C(=O)([O-])O.[Na+], predict the reaction product. The product is: [CH3:12][S:13][C:14]1[CH:19]=[CH:18][C:17]([CH:20]2[CH2:25][CH2:24][CH2:23][N:22]3[CH:26]=[N:27][CH:28]=[C:21]23)=[CH:16][CH:15]=1. (4) Given the reactants Cl[C:2]1[CH:11]=[C:10]([C:12]2[CH:17]=[CH:16][C:15]([F:18])=[CH:14][CH:13]=2)[C:9]2[C:4](=[CH:5][C:6]([CH2:19][N:20]3[CH:24]=[C:23]([C@@:25]([OH:32])([CH2:30][CH3:31])[C:26]([F:29])([F:28])[F:27])[N:22]=[N:21]3)=[CH:7][CH:8]=2)[N:3]=1.[F:33][C:34]([F:38])([F:37])[CH2:35][O-:36].[Na+], predict the reaction product. The product is: [F:27][C:26]([F:29])([F:28])[C@:25]([C:23]1[N:22]=[N:21][N:20]([CH2:19][C:6]2[CH:5]=[C:4]3[C:9]([C:10]([C:12]4[CH:17]=[CH:16][C:15]([F:18])=[CH:14][CH:13]=4)=[CH:11][C:2]([O:36][CH2:35][C:34]([F:38])([F:37])[F:33])=[N:3]3)=[CH:8][CH:7]=2)[CH:24]=1)([OH:32])[CH2:30][CH3:31]. (5) Given the reactants [H-].[Na+].[O:3]=[C:4]1[NH:9][CH2:8][CH2:7][N:6]([C:10]([O:12][C:13]([CH3:16])([CH3:15])[CH3:14])=[O:11])[CH2:5]1.Cl.[CH3:18][N:19]([CH3:23])[CH2:20][CH2:21]Cl, predict the reaction product. The product is: [CH3:18][N:19]([CH3:23])[CH2:20][CH2:21][N:9]1[CH2:8][CH2:7][N:6]([C:10]([O:12][C:13]([CH3:16])([CH3:15])[CH3:14])=[O:11])[CH2:5][C:4]1=[O:3]. (6) Given the reactants [C:1]([O:5][C:6]([N:8]1[CH2:13][CH2:12][CH:11]([NH:14][C:15]2[CH:20]=[CH:19][C:18]([Cl:21])=[CH:17][C:16]=2[CH2:22][NH2:23])[CH2:10][CH2:9]1)=[O:7])([CH3:4])([CH3:3])[CH3:2].[S:24](N)(N)(=[O:26])=[O:25], predict the reaction product. The product is: [C:1]([O:5][C:6]([N:8]1[CH2:13][CH2:12][CH:11]([N:14]2[S:24](=[O:26])(=[O:25])[NH:23][CH2:22][C:16]3[CH:17]=[C:18]([Cl:21])[CH:19]=[CH:20][C:15]2=3)[CH2:10][CH2:9]1)=[O:7])([CH3:4])([CH3:2])[CH3:3]. (7) Given the reactants [C:1]([O:5][C:6]([NH:8][C@@H:9]1[CH2:11][C@H:10]1[C:12]1[CH:20]=[CH:19][C:15]([C:16]([OH:18])=O)=[CH:14][CH:13]=1)=[O:7])([CH3:4])([CH3:3])[CH3:2].[NH:21]1[CH:25]=[C:24]([NH2:26])[CH:23]=[N:22]1.ON1C2C=CC=CC=2N=N1.Cl.C(N=C=NCCCN(C)C)C.[Cl-].[NH4+], predict the reaction product. The product is: [NH:21]1[CH:25]=[C:24]([NH:26][C:16]([C:15]2[CH:14]=[CH:13][C:12]([C@@H:10]3[CH2:11][C@H:9]3[NH:8][C:6](=[O:7])[O:5][C:1]([CH3:2])([CH3:3])[CH3:4])=[CH:20][CH:19]=2)=[O:18])[CH:23]=[N:22]1.